From a dataset of Forward reaction prediction with 1.9M reactions from USPTO patents (1976-2016). Predict the product of the given reaction. (1) Given the reactants Cl[CH2:2][CH2:3][C:4]([NH:6][C:7]1[CH:12]=[CH:11][CH:10]=[CH:9][C:8]=1[OH:13])=[O:5].[Cl-].[Al+3].[Cl-].[Cl-], predict the reaction product. The product is: [OH:13][C:8]1[CH:9]=[CH:10][CH:11]=[C:12]2[C:7]=1[NH:6][C:4](=[O:5])[CH2:3][CH2:2]2. (2) Given the reactants CC([S@@]([NH:7][C@H:8]([C:10]1[CH:24]=[CH:23][C:13]2[N:14]([CH:17]3[CH2:22][CH2:21][CH2:20][CH2:19][O:18]3)[CH:15]=[N:16][C:12]=2[CH:11]=1)[CH3:9])=O)(C)C.[ClH:25].CCOC(C)=O, predict the reaction product. The product is: [ClH:25].[O:18]1[CH2:19][CH2:20][CH2:21][CH2:22][CH:17]1[N:14]1[C:13]2[CH:23]=[CH:24][C:10]([C@@H:8]([NH2:7])[CH3:9])=[CH:11][C:12]=2[N:16]=[CH:15]1. (3) Given the reactants [CH:1]1[C:10]2[C:5](=[CH:6][CH:7]=[CH:8][CH:9]=2)[CH:4]=[CH:3][N:2]=1, predict the reaction product. The product is: [CH:1]1[C:10]2[CH2:9][CH2:8][CH2:7][CH2:6][C:5]=2[CH:4]=[CH:3][N:2]=1. (4) Given the reactants N1(C2CCCCCCCCCC2)CCCN=CCCCCC1.[C:23]([C:25]1[CH:26]=[CH:27][C:28]([F:56])=[C:29]([C@:31]23[CH2:40][O:39][C@@H:38]([C:41]4[CH:42]=[N:43][N:44]([CH3:46])[CH:45]=4)[CH2:37][C@H:36]2[CH2:35][S:34][C:33]([NH:47]C(=O)C2C=CC=CC=2)=[N:32]3)[CH:30]=1)#[N:24], predict the reaction product. The product is: [NH2:47][C:33]1[S:34][CH2:35][C@@H:36]2[CH2:37][C@H:38]([C:41]3[CH:42]=[N:43][N:44]([CH3:46])[CH:45]=3)[O:39][CH2:40][C@:31]2([C:29]2[CH:30]=[C:25]([CH:26]=[CH:27][C:28]=2[F:56])[C:23]#[N:24])[N:32]=1. (5) The product is: [Br:1][C:2]1[N:10]([CH2:15][C:16]2[CH:21]=[CH:20][C:19]([Cl:22])=[CH:18][CH:17]=2)[C:9]2[C:8](=[O:11])[NH:7][C:6](=[O:12])[N:5]([CH3:13])[C:4]=2[N:3]=1. Given the reactants [Br:1][C:2]1[NH:10][C:9]2[C:8](=[O:11])[NH:7][C:6](=[O:12])[N:5]([CH3:13])[C:4]=2[N:3]=1.Br[CH2:15][C:16]1[CH:21]=[CH:20][C:19]([Cl:22])=[CH:18][CH:17]=1.C(=O)([O-])[O-].[K+].[K+], predict the reaction product. (6) Given the reactants [F:1][C:2]1[CH:3]=[C:4]([CH:31]=[C:32]([F:34])[CH:33]=1)[CH2:5][C:6]1[S:10][C:9]([NH:11][C:12]([C:14]2[CH:30]=[CH:29][C:17]([O:18][CH:19]3[CH2:24][CH2:23][CH:22]([C:25]([O:27]C)=[O:26])[CH2:21][CH2:20]3)=[CH:16][CH:15]=2)=[O:13])=[N:8][N:7]=1.O.[OH-].[Li+], predict the reaction product. The product is: [F:34][C:32]1[CH:31]=[C:4]([CH:3]=[C:2]([F:1])[CH:33]=1)[CH2:5][C:6]1[S:10][C:9]([NH:11][C:12]([C:14]2[CH:30]=[CH:29][C:17]([O:18][C@@H:19]3[CH2:20][CH2:21][C@H:22]([C:25]([OH:27])=[O:26])[CH2:23][CH2:24]3)=[CH:16][CH:15]=2)=[O:13])=[N:8][N:7]=1. (7) Given the reactants [CH:1]1([CH:6]([N:10]2[CH:14]=[C:13]([C:15]3[CH:20]=[CH:19][N:18]=[C:17]([NH:21][C:22]4[CH:27]=[CH:26][C:25]([N+:28]([O-])=O)=[CH:24][CH:23]=4)[N:16]=3)[CH:12]=[N:11]2)[CH2:7][C:8]#[N:9])[CH2:5][CH2:4][CH2:3][CH2:2]1, predict the reaction product. The product is: [NH2:28][C:25]1[CH:26]=[CH:27][C:22]([NH:21][C:17]2[N:16]=[C:15]([C:13]3[CH:12]=[N:11][N:10]([CH:6]([CH:1]4[CH2:5][CH2:4][CH2:3][CH2:2]4)[CH2:7][C:8]#[N:9])[CH:14]=3)[CH:20]=[CH:19][N:18]=2)=[CH:23][CH:24]=1. (8) Given the reactants O=[CH:2][C@H:3]([CH2:5][OH:6])[OH:4].FC(F)(F)C(O)=O.[CH3:14][CH:15]([O:17][C:18]1[CH:25]=[CH:24][C:23]([C:26]2[O:30][N:29]=[C:28]([C:31]3[C:32]([CH3:41])=[C:33]4[C:38](=[CH:39][CH:40]=3)[CH2:37][NH:36][CH2:35][CH2:34]4)[N:27]=2)=[CH:22][C:19]=1[C:20]#[N:21])[CH3:16].C(O[BH-](OC(=O)C)OC(=O)C)(=O)C.[Na+].C(Cl)[Cl:57], predict the reaction product. The product is: [ClH:57].[OH:4][C@@H:3]([CH2:5][OH:6])[CH2:2][N:36]1[CH2:35][CH2:34][C:33]2[C:38](=[CH:39][CH:40]=[C:31]([C:28]3[N:27]=[C:26]([C:23]4[CH:24]=[CH:25][C:18]([O:17][CH:15]([CH3:16])[CH3:14])=[C:19]([CH:22]=4)[C:20]#[N:21])[O:30][N:29]=3)[C:32]=2[CH3:41])[CH2:37]1. (9) The product is: [OH:1][C:2]1[CH:3]=[C:4]([CH:8]=[C:9]([N:11]2[CH2:15][CH2:14][CH2:13][C:12]2=[O:16])[CH:10]=1)[C:5]([O:7][CH3:17])=[O:6]. Given the reactants [OH:1][C:2]1[CH:3]=[C:4]([CH:8]=[C:9]([N:11]2[CH2:15][CH2:14][CH2:13][C:12]2=[O:16])[CH:10]=1)[C:5]([OH:7])=[O:6].[C:17](=O)([O-])[O-].[Cs+].[Cs+].IC, predict the reaction product. (10) Given the reactants [CH3:1][C:2]1([C:11]#[C:12][Si](C)(C)C)[CH2:7][CH2:6][C:5](=[O:8])[C:4]([C:9]#[N:10])=[CH:3]1.[F-].C([N+](CCCC)(CCCC)CCCC)CCC, predict the reaction product. The product is: [C:11]([C:2]1([CH3:1])[CH2:7][CH2:6][C:5](=[O:8])[C:4]([C:9]#[N:10])=[CH:3]1)#[CH:12].